From a dataset of Full USPTO retrosynthesis dataset with 1.9M reactions from patents (1976-2016). Predict the reactants needed to synthesize the given product. (1) Given the product [CH3:27][O:26][C:19]1[CH:18]=[C:17]([C:14]2[CH2:15][CH2:16][CH:11]([N:9]3[CH2:10][CH2:5][NH:6][CH2:7][CH2:8]3)[CH2:12][CH:13]=2)[CH:22]=[CH:21][C:20]=1[N+:23]([O-:25])=[O:24], predict the reactants needed to synthesize it. The reactants are: CC([CH:5]1[CH2:10][N:9]([CH:11]2[CH2:16][CH2:15][C:14]([C:17]3[CH:22]=[CH:21][C:20]([N+:23]([O-:25])=[O:24])=[C:19]([O:26][CH3:27])[CH:18]=3)=[CH:13][CH2:12]2)[CH2:8][CH2:7][N:6]1C([O-])=O)(C)C. (2) Given the product [Cl:41][C:38]1[S:37][C:36]([C:22]2[CH:21]=[CH:20][C:19]3[C:15]4[CH:14]=[CH:13][C:12]([S:9]([NH:8][C@@H:4]([CH:5]([CH3:6])[CH3:7])[C:3]([O:2][CH3:1])=[O:34])(=[O:11])=[O:10])=[CH:33][C:16]=4[S:17][C:18]=3[CH:23]=2)=[CH:40][CH:39]=1, predict the reactants needed to synthesize it. The reactants are: [CH3:1][O:2][C:3](=[O:34])[C@@H:4]([NH:8][S:9]([C:12]1[CH:13]=[CH:14][C:15]2[C:19]3[CH:20]=[CH:21][C:22](B4OC(C)(C)C(C)(C)O4)=[CH:23][C:18]=3[S:17][C:16]=2[CH:33]=1)(=[O:11])=[O:10])[CH:5]([CH3:7])[CH3:6].Br[C:36]1[S:37][C:38]([Cl:41])=[CH:39][CH:40]=1.C([O-])([O-])=O.[K+].[K+]. (3) Given the product [Br:8][C:9]1[CH:10]=[C:11](/[CH:12]=[N:7]/[S:5]([C:1]([CH3:4])([CH3:3])[CH3:2])=[O:6])[CH:14]=[CH:15][C:16]=1[O:17][CH3:18], predict the reactants needed to synthesize it. The reactants are: [C:1]([S@:5]([NH2:7])=[O:6])([CH3:4])([CH3:3])[CH3:2].[Br:8][C:9]1[CH:10]=[C:11]([CH:14]=[CH:15][C:16]=1[O:17][CH3:18])[CH:12]=O.O. (4) The reactants are: [Na].[Cl:2][C:3]1[CH:8]=[CH:7][CH:6]=[C:5]([Cl:9])[C:4]=1[NH:10][C:11]1[CH:16]=[CH:15][CH:14]=[CH:13][C:12]=1[CH2:17][C:18]([O-:20])=O.Cl. Given the product [Cl:2][C:3]1[CH:8]=[CH:7][CH:6]=[C:5]([Cl:9])[C:4]=1[N:10]1[C:11]2[C:12](=[CH:13][CH:14]=[CH:15][CH:16]=2)[CH2:17][C:18]1=[O:20], predict the reactants needed to synthesize it.